This data is from Forward reaction prediction with 1.9M reactions from USPTO patents (1976-2016). The task is: Predict the product of the given reaction. Given the reactants Br[C:2]1[CH:7]=[CH:6][C:5]([N:8]2[C:12]([CH2:13][C@@H:14]3[CH2:18][CH2:17][N:16]([C:19]([CH:21]4[CH2:23][CH2:22]4)=[O:20])[CH2:15]3)=[N:11][NH:10][C:9]2=[O:24])=[C:4]([F:25])[CH:3]=1.OB(O)[C:28]1[CH:36]=[CH:35][C:31]([C:32]([OH:34])=[O:33])=[CH:30][CH:29]=1.C([O-])([O-])=O.[K+].[K+].O1CCOCC1, predict the reaction product. The product is: [CH:21]1([C:19]([N:16]2[CH2:17][CH2:18][C@@H:14]([CH2:13][C:12]3[N:8]([C:5]4[CH:6]=[CH:7][C:2]([C:28]5[CH:36]=[CH:35][C:31]([C:32]([OH:34])=[O:33])=[CH:30][CH:29]=5)=[CH:3][C:4]=4[F:25])[C:9](=[O:24])[NH:10][N:11]=3)[CH2:15]2)=[O:20])[CH2:23][CH2:22]1.